From a dataset of Forward reaction prediction with 1.9M reactions from USPTO patents (1976-2016). Predict the product of the given reaction. (1) Given the reactants C(OC([N:8]1[CH2:13][CH2:12][CH2:11][C@@H:10]([CH2:14][N:15]2[C:23]([C:24]3[C:29]([F:30])=[CH:28][CH:27]=[CH:26][C:25]=3[Cl:31])=[N:22][C:21]3[C:16]2=[N:17][C:18]([NH:32][CH2:33][C:34]2[CH:39]=[CH:38][C:37]([F:40])=[C:36]([F:41])[CH:35]=2)=[N:19][CH:20]=3)[CH2:9]1)=O)(C)(C)C.C(O)(C(F)(F)F)=O, predict the reaction product. The product is: [F:41][C:36]1[CH:35]=[C:34]([CH:39]=[CH:38][C:37]=1[F:40])[CH2:33][NH:32][C:18]1[N:17]=[C:16]2[C:21]([N:22]=[C:23]([C:24]3[C:29]([F:30])=[CH:28][CH:27]=[CH:26][C:25]=3[Cl:31])[N:15]2[CH2:14][C@@H:10]2[CH2:11][CH2:12][CH2:13][NH:8][CH2:9]2)=[CH:20][N:19]=1. (2) Given the reactants Cl[C:2]1[C:11]([CH3:12])=[C:10]([Cl:13])[C:9]2[C:4](=[CH:5][C:6]([F:14])=[CH:7][CH:8]=2)[N:3]=1.C([Sn](CCCC)(CCCC)[C:20]1[CH:25]=[CH:24][N:23]=[CH:22][CH:21]=1)CCC, predict the reaction product. The product is: [Cl:13][C:10]1[C:9]2[C:4](=[CH:5][C:6]([F:14])=[CH:7][CH:8]=2)[N:3]=[C:2]([C:20]2[CH:25]=[CH:24][N:23]=[CH:22][CH:21]=2)[C:11]=1[CH3:12]. (3) Given the reactants [CH:1]([Si:4]([CH:47]([CH3:49])[CH3:48])([CH:44]([CH3:46])[CH3:45])[O:5][C@H:6]1[C@H:11]([O:12][Si:13]([CH:20]([CH3:22])[CH3:21])([CH:17]([CH3:19])[CH3:18])[CH:14]([CH3:16])[CH3:15])[CH:10]=[C:9]([C:23]2[CH:28]=[CH:27][N:26]=[CH:25][C:24]=2[N+:29]([O-])=O)[O:8][C@@H:7]1[CH2:32][O:33][Si:34]([CH:41]([CH3:43])[CH3:42])([CH:38]([CH3:40])[CH3:39])[CH:35]([CH3:37])[CH3:36])([CH3:3])[CH3:2], predict the reaction product. The product is: [CH:20]([Si:13]([CH:14]([CH3:16])[CH3:15])([CH:17]([CH3:19])[CH3:18])[O:12][C@H:11]1[C@H:6]([O:5][Si:4]([CH:1]([CH3:2])[CH3:3])([CH:47]([CH3:49])[CH3:48])[CH:44]([CH3:45])[CH3:46])[C@@H:7]([CH2:32][O:33][Si:34]([CH:41]([CH3:43])[CH3:42])([CH:35]([CH3:37])[CH3:36])[CH:38]([CH3:39])[CH3:40])[O:8][C@@H:9]([C:23]2[CH:28]=[CH:27][N:26]=[CH:25][C:24]=2[NH2:29])[CH2:10]1)([CH3:21])[CH3:22]. (4) Given the reactants [CH3:1][O:2][C:3]1[CH:4]=[C:5]([NH:21][C:22]2[CH:27]=[C:26]([O:28][C:29]3[C:38]4[C:33](=[CH:34][CH:35]=[CH:36][CH:37]=4)[C:32]([NH:39]C(=O)OC(C)(C)C)=[CH:31][CH:30]=3)[CH:25]=[CH:24][N:23]=2)[CH:6]=[C:7]([C:9](=[O:20])[NH:10][CH2:11][CH2:12][N:13]2[CH2:18][CH2:17][N:16]([CH3:19])[CH2:15][CH2:14]2)[CH:8]=1.C(O)(C(F)(F)F)=O, predict the reaction product. The product is: [NH2:39][C:32]1[C:33]2[C:38](=[CH:37][CH:36]=[CH:35][CH:34]=2)[C:29]([O:28][C:26]2[CH:25]=[CH:24][N:23]=[C:22]([NH:21][C:5]3[CH:6]=[C:7]([CH:8]=[C:3]([O:2][CH3:1])[CH:4]=3)[C:9]([NH:10][CH2:11][CH2:12][N:13]3[CH2:18][CH2:17][N:16]([CH3:19])[CH2:15][CH2:14]3)=[O:20])[CH:27]=2)=[CH:30][CH:31]=1.